From a dataset of Full USPTO retrosynthesis dataset with 1.9M reactions from patents (1976-2016). Predict the reactants needed to synthesize the given product. Given the product [NH2:9][C:8]1[N:18]([C:16]2[CH:17]=[C:12]([F:11])[CH:13]=[CH:14][C:15]=2[CH3:20])[N:19]=[CH:4][C:5]=1[C:6]#[N:7], predict the reactants needed to synthesize it. The reactants are: C(O[CH:4]=[C:5]([C:8]#[N:9])[C:6]#[N:7])C.Cl.[F:11][C:12]1[CH:13]=[CH:14][C:15]([CH3:20])=[C:16]([NH:18][NH2:19])[CH:17]=1.C(N(CC)C(C)C)(C)C.